This data is from Forward reaction prediction with 1.9M reactions from USPTO patents (1976-2016). The task is: Predict the product of the given reaction. (1) Given the reactants C(O[BH-](OC(=O)C)OC(=O)C)(=O)C.[Na+].[Cl:15][C:16]1[C:25]2[C:20](=[CH:21][C:22]([CH:26]=O)=[CH:23][CH:24]=2)[N:19]=[C:18]([CH3:28])[CH:17]=1.[NH2:29][C:30]1[CH:37]=[CH:36][C:33]([C:34]#[N:35])=[CH:32][CH:31]=1.C(O)(=O)C, predict the reaction product. The product is: [Cl:15][C:16]1[C:25]2[C:20](=[CH:21][C:22]([CH2:26][NH:29][C:30]3[CH:37]=[CH:36][C:33]([C:34]#[N:35])=[CH:32][CH:31]=3)=[CH:23][CH:24]=2)[N:19]=[C:18]([CH3:28])[CH:17]=1. (2) Given the reactants Cl[C:2]1[C:3]([C:8]([O:10][CH3:11])=[O:9])=[N:4][S:5][C:6]=1Cl.CC(C1C=C(C(C)C)C(C2C=CC=CC=2P(C2CCCCC2)C2CCCCC2)=C(C(C)C)C=1)C.[O:46]1[CH2:51]COC[CH2:47]1, predict the reaction product. The product is: [S:5]1[C:6]2[CH2:47][O:46][CH2:51][C:2]=2[C:3]([C:8]([O:10][CH3:11])=[O:9])=[N:4]1. (3) Given the reactants [CH3:1][C:2]1[CH:3]=[C:4]([C:11]2[CH:16]=[CH:15][C:14]([N+:17]([O-:19])=[O:18])=[CH:13][CH:12]=2)[CH:5]=[CH:6][C:7]=1[C:8](=[O:10])[CH3:9].[Br-:20].[Br-].[Br-].[NH+]1C=CC=CC=1.[NH+]1C=CC=CC=1.[NH+]1C=CC=CC=1, predict the reaction product. The product is: [Br:20][CH2:9][C:8]([C:7]1[CH:6]=[CH:5][C:4]([C:11]2[CH:16]=[CH:15][C:14]([N+:17]([O-:19])=[O:18])=[CH:13][CH:12]=2)=[CH:3][C:2]=1[CH3:1])=[O:10]. (4) The product is: [C:1]([O:5][C:6]([O:8][N:9]([CH2:17][CH2:18][CH:19]([OH:22])[CH2:20][O:21][Si:27]([C:24]([CH3:26])([CH3:25])[CH3:23])([CH3:29])[CH3:28])[C:10](=[O:16])[O:11][C:12]([CH3:13])([CH3:14])[CH3:15])=[O:7])([CH3:4])([CH3:2])[CH3:3]. Given the reactants [C:1]([O:5][C:6]([O:8][N:9]([CH2:17][CH2:18][CH:19]([OH:22])[CH2:20][OH:21])[C:10](=[O:16])[O:11][C:12]([CH3:15])([CH3:14])[CH3:13])=[O:7])([CH3:4])([CH3:3])[CH3:2].[CH3:23][C:24]([Si:27](Cl)([CH3:29])[CH3:28])([CH3:26])[CH3:25].C(N(CC)CC)C, predict the reaction product. (5) Given the reactants N[CH2:2][C@@H:3]([C:5]([OH:7])=[O:6])[OH:4].C([O-])([O-])=O.[K+].[K+].[CH2:14]([O:21][C:22](ON1C(=O)CCC1=O)=[O:23])[C:15]1[CH:20]=[CH:19][CH:18]=[CH:17][CH:16]=1, predict the reaction product. The product is: [CH2:14]([O:21][C:22]([CH2:2][C@H:3]([OH:4])[C:5]([OH:7])=[O:6])=[O:23])[C:15]1[CH:20]=[CH:19][CH:18]=[CH:17][CH:16]=1. (6) Given the reactants [C:1]([NH:5][C:6]([C:8]1[C:16]2[C:11](=[N:12][CH:13]=[C:14]([NH:17][C:18]3[CH:23]=[CH:22][C:21]([CH3:24])=[CH:20][C:19]=3[F:25])[N:15]=2)[N:10](COCC[Si](C)(C)C)[CH:9]=1)=[O:7])([CH3:4])([CH3:3])[CH3:2].FC(F)(F)C(O)=O, predict the reaction product. The product is: [C:1]([NH:5][C:6]([C:8]1[C:16]2[C:11](=[N:12][CH:13]=[C:14]([NH:17][C:18]3[CH:23]=[CH:22][C:21]([CH3:24])=[CH:20][C:19]=3[F:25])[N:15]=2)[NH:10][CH:9]=1)=[O:7])([CH3:4])([CH3:3])[CH3:2]. (7) Given the reactants C(N(CC1C=NC=C(C2[CH:20]=[C:21]3[C:25](=[CH:26]C=2)[N:24]([CH:28]2[CH2:33][CH2:32][CH2:31][CH2:30][O:29]2)[N:23]=[C:22]3[C:34]2[NH:35][C:36]([C:39]([NH:41]CC3C=NC=CC=3)=[O:40])=[CH:37][N:38]=2)C=1C)C(=O)OC(C)(C)C)C.[C:49]([O:53][C:54]([N:56]([CH2:59][C:60]1[C:61]([CH3:89])=[C:62]([C:66]2[CH:67]=C3C(=CC=2)N(C2CCCCO2)N=C3C2NC(C(O)=O)=CN=2)[CH:63]=[N:64][CH:65]=1)[CH2:57][CH3:58])=[O:55])([CH3:52])([CH3:51])[CH3:50].C(N(C(C)C)CC)(C)C.[C:99]1([CH2:105][CH2:106]N)[CH2:104][CH2:103][CH2:102][CH2:101][CH:100]=1.CN(C(ON1N=NC2C=CC=NC1=2)=[N+](C)C)C.F[P-](F)(F)(F)(F)F, predict the reaction product. The product is: [C:99]1([CH2:105][CH2:106][NH:41][C:39]([C:36]2[NH:35][C:34]([C:22]3[C:21]4[C:25](=[CH:26][CH:67]=[C:66]([C:62]5[C:61]([CH3:89])=[C:60]([CH2:59][N:56]([CH2:57][CH3:58])[C:54](=[O:55])[O:53][C:49]([CH3:50])([CH3:51])[CH3:52])[CH:65]=[N:64][CH:63]=5)[CH:20]=4)[N:24]([CH:28]4[CH2:33][CH2:32][CH2:31][CH2:30][O:29]4)[N:23]=3)=[N:38][CH:37]=2)=[O:40])[CH2:104][CH2:103][CH2:102][CH2:101][CH:100]=1. (8) Given the reactants [C:1]([O:5][C:6]([N:8]1[CH2:12][C@@H:11]([CH2:13][N:14]([CH:31]([CH3:33])[CH3:32])[C:15](=[O:30])[C:16]2[CH:21]=[CH:20][C:19]([O:22][CH3:23])=[C:18]([O:24][CH2:25][CH2:26][CH2:27][O:28][CH3:29])[CH:17]=2)[C@H:10]([CH2:34][NH:35][CH:36]2[CH2:38][CH2:37]2)[CH2:9]1)=[O:7])([CH3:4])([CH3:3])[CH3:2].CCN(CC)CC.O.ON1C2C=CC=CC=2N=N1.Cl.CN(C)CCCN=C=NCC.[C:69]1([CH2:75][C:76](O)=[O:77])[CH:74]=[CH:73][CH:72]=[CH:71][CH:70]=1, predict the reaction product. The product is: [C:1]([O:5][C:6]([N:8]1[CH2:12][C@@H:11]([CH2:13][N:14]([CH:31]([CH3:32])[CH3:33])[C:15](=[O:30])[C:16]2[CH:21]=[CH:20][C:19]([O:22][CH3:23])=[C:18]([O:24][CH2:25][CH2:26][CH2:27][O:28][CH3:29])[CH:17]=2)[C@H:10]([CH2:34][N:35]([CH:36]2[CH2:37][CH2:38]2)[C:76](=[O:77])[CH2:75][C:69]2[CH:74]=[CH:73][CH:72]=[CH:71][CH:70]=2)[CH2:9]1)=[O:7])([CH3:3])([CH3:4])[CH3:2]. (9) Given the reactants [CH3:1][N:2]([CH3:30])[C:3]1([C:24]2[CH:29]=[CH:28][CH:27]=[CH:26][CH:25]=2)[CH2:8][CH2:7][CH:6]([NH:9][C:10]([C:12]2[C:13]([C:18]3[CH:23]=[CH:22][CH:21]=[CH:20][CH:19]=3)=[N:14][O:15][C:16]=2[CH3:17])=[O:11])[CH2:5][CH2:4]1.Cl.[Cl:32][Si](C)(C)C.C(OC(C)C)(C)C, predict the reaction product. The product is: [ClH:32].[CH3:30][N:2]([CH3:1])[C:3]1([C:24]2[CH:29]=[CH:28][CH:27]=[CH:26][CH:25]=2)[CH2:8][CH2:7][CH:6]([NH:9][C:10]([C:12]2[C:13]([C:18]3[CH:19]=[CH:20][CH:21]=[CH:22][CH:23]=3)=[N:14][O:15][C:16]=2[CH3:17])=[O:11])[CH2:5][CH2:4]1.